From a dataset of Full USPTO retrosynthesis dataset with 1.9M reactions from patents (1976-2016). Predict the reactants needed to synthesize the given product. (1) The reactants are: Br[C:2]1[N:6]=[C:5]([CH:7]2[CH2:12][CH2:11][CH2:10][N:9]([C:13]([C:15]3[CH:20]=[CH:19][C:18]([F:21])=[CH:17][CH:16]=3)=[O:14])[CH2:8]2)[O:4][N:3]=1.[F:22][C:23]1[CH:28]=[CH:27][C:26]([OH:29])=[CH:25][CH:24]=1.C([O-])([O-])=O.[K+].[K+].C([O-])([O-])=O.[Na+].[Na+]. Given the product [F:22][C:23]1[CH:28]=[CH:27][C:26]([O:29][C:2]2[N:6]=[C:5]([CH:7]3[CH2:12][CH2:11][CH2:10][N:9]([C:13]([C:15]4[CH:20]=[CH:19][C:18]([F:21])=[CH:17][CH:16]=4)=[O:14])[CH2:8]3)[O:4][N:3]=2)=[CH:25][CH:24]=1, predict the reactants needed to synthesize it. (2) Given the product [F:19][CH2:18][C@@H:17]1[C@@H:16]([C:20]2[CH:25]=[CH:24][C:23]([C:26]3[O:30][N:29]=[C:28]([CH2:31][OH:32])[CH:27]=3)=[CH:22][CH:21]=2)[O:15][C:14]([CH3:37])([CH3:36])[N:13]1[C:11]([O:10][C:6]([CH3:9])([CH3:8])[CH3:7])=[O:12], predict the reactants needed to synthesize it. The reactants are: C1COCC1.[C:6]([O:10][C:11]([N:13]1[C@H:17]([CH2:18][F:19])[C@@H:16]([C:20]2[CH:25]=[CH:24][C:23]([C:26]3[O:30][N:29]=[C:28]([C:31](OCC)=[O:32])[CH:27]=3)=[CH:22][CH:21]=2)[O:15][C:14]1([CH3:37])[CH3:36])=[O:12])([CH3:9])([CH3:8])[CH3:7].[BH4-].[Na+]. (3) Given the product [CH2:35]([CH:34]([C:33]1[C:28]2[N:29]([C:25]([C:21]3[S:20][C:19]([C:6]4[N:2]([CH3:1])[N:3]=[CH:4][N:5]=4)=[N:23][C:22]=3[CH3:24])=[C:26]([CH3:40])[N:27]=2)[N:30]=[C:31]([CH3:39])[CH:32]=1)[CH2:37][CH3:38])[CH3:36], predict the reactants needed to synthesize it. The reactants are: [CH3:1][N:2]1[CH:6]=[N:5][CH:4]=[N:3]1.C([Li])CCC.CCCCCC.Br[C:19]1[S:20][C:21]([C:25]2[N:29]3[N:30]=[C:31]([CH3:39])[CH:32]=[C:33]([CH:34]([CH2:37][CH3:38])[CH2:35][CH3:36])[C:28]3=[N:27][C:26]=2[CH3:40])=[C:22]([CH3:24])[N:23]=1. (4) Given the product [Cl:5][C:6]1[CH:11]=[CH:10][C:9]([OH:12])=[C:8]([I:14])[CH:7]=1, predict the reactants needed to synthesize it. The reactants are: B(Br)(Br)Br.[Cl:5][C:6]1[CH:11]=[CH:10][C:9]([O:12]C)=[C:8]([I:14])[CH:7]=1.O. (5) Given the product [O-:36][CH2:35][CH2:34][CH2:33][CH3:32].[Na+:48].[Cl:1][C:2]1[CH:3]=[C:4]([C:8]2[C:16]([C:17]3[CH:22]=[CH:21][N:20]=[C:19]([NH:23][CH:24]4[CH2:28][CH2:27][CH2:26][CH2:25]4)[N:18]=3)=[C:15]3[N:10]([C:11]([OH:43])=[N:12][CH:13]=[CH:14]3)[N:9]=2)[CH:5]=[CH:6][CH:7]=1, predict the reactants needed to synthesize it. The reactants are: [Cl:1][C:2]1[CH:3]=[C:4]([C:8]2[C:16]([C:17]3[CH:22]=[CH:21][N:20]=[C:19]([NH:23][CH:24]4[CH2:28][CH2:27][CH2:26][CH2:25]4)[N:18]=3)=[C:15]3[N:10]([C:11](SC)=[N:12][CH:13]=[CH:14]3)[N:9]=2)[CH:5]=[CH:6][CH:7]=1.Cl[C:32]1[CH:33]=[C:34](C=CC=1)[C:35](OO)=[O:36].[Na].[O-:43]CCCC.[Na+:48]. (6) The reactants are: Cl[C:2]1[O:3][C:4]([C:7]2[CH:12]=[CH:11][C:10]([F:13])=[CH:9][CH:8]=2)=[CH:5][N:6]=1.[C:14]([O:18][C:19]([N:21]1[CH2:26][CH2:25][CH:24]([NH2:27])[CH2:23][CH2:22]1)=[O:20])([CH3:17])([CH3:16])[CH3:15].C(N(C(C)C)C(C)C)C. Given the product [C:14]([O:18][C:19]([N:21]1[CH2:26][CH2:25][CH:24]([NH:27][C:2]2[O:3][C:4]([C:7]3[CH:12]=[CH:11][C:10]([F:13])=[CH:9][CH:8]=3)=[CH:5][N:6]=2)[CH2:23][CH2:22]1)=[O:20])([CH3:17])([CH3:15])[CH3:16], predict the reactants needed to synthesize it. (7) The reactants are: C([O:3]/[CH:4]=[CH:5]/[C:6]1[C:7]([C:38]2[N:39]([C:48]([O:50][C:51]([CH3:54])([CH3:53])[CH3:52])=[O:49])[C:40]3[C:45]([C:46]=2[CH3:47])=[CH:44][CH:43]=[CH:42][CH:41]=3)=[N:8][C:9]([C:12]2[C:13]([N:32]([CH3:37])[S:33]([CH3:36])(=[O:35])=[O:34])=[CH:14][C:15]3[O:19][C:18]([C:20]4[CH:25]=[CH:24][C:23]([F:26])=[CH:22][CH:21]=4)=[C:17]([C:27](=[O:30])[NH:28][CH3:29])[C:16]=3[CH:31]=2)=[CH:10][CH:11]=1)C.[BH4-].[Na+].C([O-])([O-])=O.[K+].[K+]. Given the product [F:26][C:23]1[CH:22]=[CH:21][C:20]([C:18]2[O:19][C:15]3[CH:14]=[C:13]([N:32]([CH3:37])[S:33]([CH3:36])(=[O:34])=[O:35])[C:12]([C:9]4[N:8]=[C:7]([C:38]5[N:39]([C:48]([O:50][C:51]([CH3:54])([CH3:52])[CH3:53])=[O:49])[C:40]6[C:45]([C:46]=5[CH3:47])=[CH:44][CH:43]=[CH:42][CH:41]=6)[C:6]([CH2:5][CH2:4][OH:3])=[CH:11][CH:10]=4)=[CH:31][C:16]=3[C:17]=2[C:27](=[O:30])[NH:28][CH3:29])=[CH:25][CH:24]=1, predict the reactants needed to synthesize it. (8) Given the product [NH:1]1[C:5]2=[N:6][CH:7]=[C:8]([O:10][C:11]3[CH:20]=[C:19]([N:21]4[CH2:22][CH2:23][N:24]([CH2:27][C:28]5[CH2:29][C:30]6([CH2:36][CH2:37][C:38]=5[C:39]5[CH:40]=[CH:41][C:42]([Cl:45])=[CH:43][CH:44]=5)[CH2:31][CH2:32][N:33]([CH:48]([CH2:50][F:51])[CH2:47][F:46])[CH2:34][CH2:35]6)[CH2:25][CH2:26]4)[CH:18]=[CH:17][C:12]=3[C:13]([O:15][CH3:16])=[O:14])[CH:9]=[C:4]2[CH:3]=[CH:2]1, predict the reactants needed to synthesize it. The reactants are: [NH:1]1[C:5]2=[N:6][CH:7]=[C:8]([O:10][C:11]3[CH:20]=[C:19]([N:21]4[CH2:26][CH2:25][N:24]([CH2:27][C:28]5[CH2:29][C:30]6([CH2:36][CH2:37][C:38]=5[C:39]5[CH:44]=[CH:43][C:42]([Cl:45])=[CH:41][CH:40]=5)[CH2:35][CH2:34][NH:33][CH2:32][CH2:31]6)[CH2:23][CH2:22]4)[CH:18]=[CH:17][C:12]=3[C:13]([O:15][CH3:16])=[O:14])[CH:9]=[C:4]2[CH:3]=[CH:2]1.[F:46][CH2:47][C:48]([CH2:50][F:51])=O.C(O[BH-](OC(=O)C)OC(=O)C)(=O)C.[Na+]. (9) Given the product [CH3:5][N:6]1[C:15]2[NH:14][C:13]3[CH:16]=[C:17]([CH3:20])[CH:18]=[CH:19][C:12]=3[N:11]([C:21]([C:23]3[CH:28]=[CH:27][C:26]([CH2:29][CH2:30][C:31]([N:33]4[CH2:38][CH2:37][N:36]([CH2:1][CH2:2][CH3:3])[CH2:35][CH2:34]4)=[O:32])=[C:25]([CH3:39])[CH:24]=3)=[O:22])[CH2:10][C:9]=2[CH:8]=[N:7]1, predict the reactants needed to synthesize it. The reactants are: [CH:1](=O)[CH2:2][CH3:3].[CH3:5][N:6]1[C:15]2[NH:14][C:13]3[CH:16]=[C:17]([CH3:20])[CH:18]=[CH:19][C:12]=3[N:11]([C:21]([C:23]3[CH:28]=[CH:27][C:26]([CH2:29][CH2:30][C:31]([N:33]4[CH2:38][CH2:37][NH:36][CH2:35][CH2:34]4)=[O:32])=[C:25]([CH3:39])[CH:24]=3)=[O:22])[CH2:10][C:9]=2[CH:8]=[N:7]1.C(O[BH-](OC(=O)C)OC(=O)C)(=O)C.[Na+].